This data is from Full USPTO retrosynthesis dataset with 1.9M reactions from patents (1976-2016). The task is: Predict the reactants needed to synthesize the given product. (1) Given the product [CH2:37]([N:34]1[CH2:33][CH2:32][CH:31]([NH:30][C:26]2[CH:27]=[CH:28][CH:29]=[C:24]([NH:23][C:16]([O:18][C:19]([CH3:20])([CH3:21])[CH3:22])=[O:17])[CH:25]=2)[CH2:36][CH2:35]1)[C:38]1[CH:39]=[CH:40][CH:41]=[CH:42][CH:43]=1, predict the reactants needed to synthesize it. The reactants are: C(N(CC)CC)C.[C:16](O[C:16]([O:18][C:19]([CH3:22])([CH3:21])[CH3:20])=[O:17])([O:18][C:19]([CH3:22])([CH3:21])[CH3:20])=[O:17].[NH2:23][C:24]1[CH:25]=[C:26]([NH:30][CH:31]2[CH2:36][CH2:35][N:34]([CH2:37][C:38]3[CH:43]=[CH:42][CH:41]=[CH:40][CH:39]=3)[CH2:33][CH2:32]2)[CH:27]=[CH:28][CH:29]=1.C(=O)([O-])O.[Na+]. (2) Given the product [CH3:30][CH:2]([CH3:1])[CH2:3][CH:4]([C:15]1[CH:16]=[CH:17][C:18]([N:21]2[CH:25]=[C:24]([C:26]([F:27])([F:28])[F:29])[N:23]=[CH:22]2)=[CH:19][CH:20]=1)[O:5][C:6]1[CH:14]=[CH:13][C:9]([C:10]([NH:33][CH2:32][CH2:62][C:61]([O:64][CH3:65])=[O:63])=[O:11])=[CH:8][CH:7]=1, predict the reactants needed to synthesize it. The reactants are: [CH3:1][CH:2]([CH3:30])[CH2:3][CH:4]([C:15]1[CH:20]=[CH:19][C:18]([N:21]2[CH:25]=[C:24]([C:26]([F:29])([F:28])[F:27])[N:23]=[CH:22]2)=[CH:17][CH:16]=1)[O:5][C:6]1[CH:14]=[CH:13][C:9]([C:10](O)=[O:11])=[CH:8][CH:7]=1.Cl.[CH3:32][NH:33]CCC(O)=O.Cl.C(N=C=NCCCN(C)C)C.ON1C2N=CC=CC=2N=N1.[C:61]([O:64][CH2:65]C)(=[O:63])[CH3:62]. (3) Given the product [CH:25]1([NH:24][C:22](=[O:23])[C:21]2[CH:28]=[C:17]([NH:16][CH2:14][C:11]3[S:10][C:9]([NH:8][C:4]4[CH:3]=[C:2]([CH3:1])[CH:7]=[CH:6][N:5]=4)=[N:13][CH:12]=3)[C:18]([F:30])=[CH:19][C:20]=2[F:29])[CH2:26][CH2:27]1, predict the reactants needed to synthesize it. The reactants are: [CH3:1][C:2]1[CH:7]=[CH:6][N:5]=[C:4]([NH:8][C:9]2[S:10][C:11]([CH:14]=O)=[CH:12][N:13]=2)[CH:3]=1.[NH2:16][C:17]1[C:18]([F:30])=[CH:19][C:20]([F:29])=[C:21]([CH:28]=1)[C:22]([NH:24][CH:25]1[CH2:27][CH2:26]1)=[O:23]. (4) Given the product [CH3:17][O:13][C:12](=[O:14])[CH2:11][CH2:10][C:3]1[C:4]2[C:9](=[CH:8][CH:7]=[CH:6][CH:5]=2)[NH:1][CH:2]=1, predict the reactants needed to synthesize it. The reactants are: [NH:1]1[C:9]2[C:4](=[CH:5][CH:6]=[CH:7][CH:8]=2)[C:3]([CH2:10][CH2:11][C:12]([OH:14])=[O:13])=[CH:2]1.Cl.O1CCOC[CH2:17]1.